The task is: Predict the reaction yield, written as a fraction of the theoretical maximum amount of product (1.0 means a 100% yield; for example, 0.34 means a 34% yield).. This data is from Reaction yield outcomes from USPTO patents with 853,638 reactions. The reactants are ClC(OC(Cl)C)=O.C([N:15]1[CH2:20][CH2:19][C:18]([C:27]2[N:32]=[C:31]([Cl:33])[N:30]=[C:29]([N:34]3[CH2:39][CH2:38][O:37][CH2:36][C@H:35]3[CH3:40])[CH:28]=2)([S:21]([CH:24]([CH3:26])[CH3:25])(=[O:23])=[O:22])[CH2:17][CH2:16]1)C1C=CC=CC=1.[C:49](O[C:49]([O:51][C:52]([CH3:55])([CH3:54])[CH3:53])=[O:50])([O:51][C:52]([CH3:55])([CH3:54])[CH3:53])=[O:50].C(N(C(C)C)C(C)C)C. The catalyst is C(Cl)Cl.CO. The product is [Cl:33][C:31]1[N:32]=[C:27]([C:18]2([S:21]([CH:24]([CH3:26])[CH3:25])(=[O:23])=[O:22])[CH2:19][CH2:20][N:15]([C:49]([O:51][C:52]([CH3:53])([CH3:54])[CH3:55])=[O:50])[CH2:16][CH2:17]2)[CH:28]=[C:29]([N:34]2[CH2:39][CH2:38][O:37][CH2:36][C@H:35]2[CH3:40])[N:30]=1. The yield is 0.990.